Dataset: Full USPTO retrosynthesis dataset with 1.9M reactions from patents (1976-2016). Task: Predict the reactants needed to synthesize the given product. Given the product [CH3:26][S:27]([N:30]1[CH2:31][CH2:21][CH2:22][CH2:23][CH:24]1[CH:25]=[CH2:20])(=[O:29])=[O:28], predict the reactants needed to synthesize it. The reactants are: C([Li])CCC.[Br-].[C:20]1([PH+]([C:20]2[CH:25]=[CH:24][CH:23]=[CH:22][CH:21]=2)[C:20]2[CH:25]=[CH:24][CH:23]=[CH:22][CH:21]=2)[CH:25]=[CH:24][CH:23]=[CH:22][CH:21]=1.[CH3:26][S:27]([N:30]1CCCC[CH:31]1C=O)(=[O:29])=[O:28].[Cl-].[Na+].